Dataset: Reaction yield outcomes from USPTO patents with 853,638 reactions. Task: Predict the reaction yield, written as a fraction of the theoretical maximum amount of product (1.0 means a 100% yield; for example, 0.34 means a 34% yield). The reactants are C1(P(C2C=CC=CC=2)C2C=CC=CC=2)C=CC=CC=1.[C:20]([Br:24])(Br)(Br)[Br:21].[C:25]([O:29][C:30]([N:32]1[CH2:36][CH2:35][CH2:34][CH:33]1[CH:37]=O)=[O:31])([CH3:28])([CH3:27])[CH3:26].C(=O)(O)[O-].[Na+]. The catalyst is ClCCl. The product is [Br:21][C:20]([Br:24])=[CH:37][C@@H:33]1[CH2:34][CH2:35][CH2:36][N:32]1[C:30]([O:29][C:25]([CH3:26])([CH3:28])[CH3:27])=[O:31]. The yield is 0.860.